From a dataset of Human liver microsome stability data. Regression/Classification. Given a drug SMILES string, predict its absorption, distribution, metabolism, or excretion properties. Task type varies by dataset: regression for continuous measurements (e.g., permeability, clearance, half-life) or binary classification for categorical outcomes (e.g., BBB penetration, CYP inhibition). Dataset: hlm. The molecule is CC(O)(CS(=O)(=O)c1cc(C(F)(F)F)cc(C(F)(F)F)c1)C(=O)Nc1ccc([N+](=O)[O-])c(C(F)(F)F)c1. The result is 0 (unstable in human liver microsomes).